This data is from Full USPTO retrosynthesis dataset with 1.9M reactions from patents (1976-2016). The task is: Predict the reactants needed to synthesize the given product. (1) Given the product [CH3:1][O:2][C:3]1[CH:8]=[C:7]([CH2:9][CH2:10][N:14]2[CH2:18][CH2:17][CH2:16][CH2:15]2)[CH:6]=[CH:5][C:4]=1[N+:11]([O-:13])=[O:12], predict the reactants needed to synthesize it. The reactants are: [CH3:1][O:2][C:3]1[CH:8]=[C:7]([CH:9]=[CH2:10])[CH:6]=[CH:5][C:4]=1[N+:11]([O-:13])=[O:12].[NH:14]1[CH2:18][CH2:17][CH2:16][CH2:15]1. (2) Given the product [NH2:13][C:8]1[CH:9]=[CH:10][CH:11]=[CH:12][C:7]=1[N:2]([CH3:1])[S:3]([CH3:6])(=[O:5])=[O:4], predict the reactants needed to synthesize it. The reactants are: [CH3:1][N:2]([C:7]1[CH:12]=[CH:11][CH:10]=[CH:9][C:8]=1[N+:13]([O-])=O)[S:3]([CH3:6])(=[O:5])=[O:4]. (3) Given the product [C:20]([NH:23][CH2:24][CH2:25][N:26]1[C:34]2[C:29](=[CH:30][CH:31]=[C:32]([O:35][CH3:36])[CH:33]=2)[CH:28]=[C:27]1[C:37]([NH:4][CH3:3])=[O:39])(=[O:22])[CH3:21], predict the reactants needed to synthesize it. The reactants are: [I-].Cl[C:3]1C=CC=C[N+:4]=1C.C(N(CC)CC)C.Cl.CN.[C:20]([NH:23][CH2:24][CH2:25][N:26]1[C:34]2[C:29](=[CH:30][CH:31]=[C:32]([O:35][CH3:36])[CH:33]=2)[CH:28]=[C:27]1[C:37]([OH:39])=O)(=[O:22])[CH3:21]. (4) Given the product [N:9]1[CH:10]=[CH:11][N:12]=[CH:13][C:8]=1[S:1]([O-:4])(=[O:3])=[O:2].[Na+:5], predict the reactants needed to synthesize it. The reactants are: [S:1]([O-:4])([O-:3])=[O:2].[Na+:5].[Na+].F[C:8]1[CH:13]=[N:12][CH:11]=[CH:10][N:9]=1. (5) Given the product [CH3:46][S:47]([O:29][C@H:26]1[CH2:25][CH2:24][C@@H:23]([C:10]2[CH:11]=[CH:12][C:13]([O:15][Si:16]([C:19]([CH3:20])([CH3:21])[CH3:22])([CH3:18])[CH3:17])=[CH:14][C:9]=2[O:8][Si:1]([C:4]([CH3:5])([CH3:6])[CH3:7])([CH3:3])[CH3:2])[CH2:28][CH2:27]1)(=[O:49])=[O:48], predict the reactants needed to synthesize it. The reactants are: [Si:1]([O:8][C:9]1[CH:14]=[C:13]([O:15][Si:16]([C:19]([CH3:22])([CH3:21])[CH3:20])([CH3:18])[CH3:17])[CH:12]=[CH:11][C:10]=1[C@@H:23]1[CH2:28][CH2:27][C@H:26]([OH:29])[CH2:25][CH2:24]1)([C:4]([CH3:7])([CH3:6])[CH3:5])([CH3:3])[CH3:2].C(N(CC)CC)C.CN(C1C=CC=CN=1)C.[CH3:46][S:47](Cl)(=[O:49])=[O:48]. (6) Given the product [CH3:4][C:2]([Si:5]([O:6][CH2:7][CH2:8][O:9][C:13]1[CH:18]=[CH:17][C:16]([N+:19]([O-:21])=[O:20])=[CH:15][C:14]=1[F:22])([CH3:11])[CH3:10])([CH3:1])[CH3:3], predict the reactants needed to synthesize it. The reactants are: [CH3:1][C:2]([Si:5]([CH3:11])([CH3:10])[O:6][CH2:7][CH2:8][OH:9])([CH3:4])[CH3:3].F[C:13]1[CH:18]=[CH:17][C:16]([N+:19]([O-:21])=[O:20])=[CH:15][C:14]=1[F:22].[H-].[Na+]. (7) Given the product [CH3:1][NH:3][C:4]1[CH:5]=[CH:6][C:7]([CH2:10][C:11]([O:13][CH3:14])=[O:12])=[CH:8][CH:9]=1, predict the reactants needed to synthesize it. The reactants are: [CH:1]([NH:3][C:4]1[CH:9]=[CH:8][C:7]([CH2:10][C:11]([O:13][CH3:14])=[O:12])=[CH:6][CH:5]=1)=O.CSC.B.CO. (8) Given the product [NH2:26][C:27]1[CH:32]=[C:31]([C:2]2[CH:3]=[CH:4][CH:5]=[C:6]3[C:11]=2[N:10]=[C:9]([NH:12][C:13]2[CH:18]=[CH:17][C:16]([N:19]4[CH2:20][CH2:21][N:22]([CH3:25])[CH2:23][CH2:24]4)=[CH:15][CH:14]=2)[N:8]=[CH:7]3)[CH:30]=[CH:29][CH:28]=1, predict the reactants needed to synthesize it. The reactants are: Br[C:2]1[CH:3]=[CH:4][CH:5]=[C:6]2[C:11]=1[N:10]=[C:9]([NH:12][C:13]1[CH:18]=[CH:17][C:16]([N:19]3[CH2:24][CH2:23][N:22]([CH3:25])[CH2:21][CH2:20]3)=[CH:15][CH:14]=1)[N:8]=[CH:7]2.[NH2:26][C:27]1[CH:28]=[C:29](B(O)O)[CH:30]=[CH:31][CH:32]=1.C([O-])([O-])=O.[Na+].[Na+]. (9) Given the product [NH2:5][C:6]1[CH:7]=[C:8]([CH:13]=[CH:14][C:15]=1[C:16]1[O:20][N:19]=[C:18]([C:21]2[CH:26]=[CH:25][C:24]([C:27]([F:30])([F:29])[F:28])=[CH:23][CH:22]=2)[N:17]=1)[C:9]([OH:11])=[O:10], predict the reactants needed to synthesize it. The reactants are: FC(F)(F)C([NH:5][C:6]1[CH:7]=[C:8]([CH:13]=[CH:14][C:15]=1[C:16]1[O:20][N:19]=[C:18]([C:21]2[CH:26]=[CH:25][C:24]([C:27]([F:30])([F:29])[F:28])=[CH:23][CH:22]=2)[N:17]=1)[C:9]([O:11]C)=[O:10])=O.[OH-].[Na+].Cl. (10) Given the product [C:18]1([CH:2]([NH:30][C:29]2[CH:31]=[CH:32][C:26]([C:25]([F:24])([F:33])[F:34])=[CH:27][CH:28]=2)[CH2:3][CH2:4][CH2:5][CH2:6][N:7]2[C:15](=[O:16])[C:14]3[C:9](=[CH:10][CH:11]=[CH:12][CH:13]=3)[C:8]2=[O:17])[CH:23]=[CH:22][CH:21]=[CH:20][CH:19]=1, predict the reactants needed to synthesize it. The reactants are: Br[CH:2]([C:18]1[CH:23]=[CH:22][CH:21]=[CH:20][CH:19]=1)[CH2:3][CH2:4][CH2:5][CH2:6][N:7]1[C:15](=[O:16])[C:14]2[C:9](=[CH:10][CH:11]=[CH:12][CH:13]=2)[C:8]1=[O:17].[F:24][C:25]([F:34])([F:33])[C:26]1[CH:32]=[CH:31][C:29]([NH2:30])=[CH:28][CH:27]=1.O.